From a dataset of Tyrosyl-DNA phosphodiesterase HTS with 341,365 compounds. Binary Classification. Given a drug SMILES string, predict its activity (active/inactive) in a high-throughput screening assay against a specified biological target. The molecule is O=c1[nH]c2c(cc1CCNC(=O)CC)ccc(c2)C. The result is 0 (inactive).